From a dataset of Forward reaction prediction with 1.9M reactions from USPTO patents (1976-2016). Predict the product of the given reaction. (1) Given the reactants [Cl:1][C:2]1[CH:7]=[CH:6][N:5]=[C:4]([CH:8]([NH:10][C:11]2[O:12][C:13]3[C:19]([O:20][CH3:21])=[CH:18][C:17]([C:22]([O:24]C)=[O:23])=[CH:16][C:14]=3[N:15]=2)[CH3:9])[CH:3]=1.[OH-].[Na+], predict the reaction product. The product is: [Cl:1][C:2]1[CH:7]=[CH:6][N:5]=[C:4]([CH:8]([NH:10][C:11]2[O:12][C:13]3[C:19]([O:20][CH3:21])=[CH:18][C:17]([C:22]([OH:24])=[O:23])=[CH:16][C:14]=3[N:15]=2)[CH3:9])[CH:3]=1. (2) Given the reactants [Cl:1][C:2]1[CH:7]=[CH:6][C:5]([OH:8])=[CH:4][C:3]=1[CH3:9].[C:10](O)([CH3:13])([CH3:12])[CH3:11].S(=O)(=O)(O)O.ClCCl, predict the reaction product. The product is: [C:10]([C:6]1[CH:7]=[C:2]([Cl:1])[C:3]([CH3:9])=[CH:4][C:5]=1[OH:8])([CH3:13])([CH3:12])[CH3:11]. (3) The product is: [CH3:1][C:2]([CH3:34])([CH3:33])[C:3]#[C:4][C:5]1[S:9][C:8]([C:10]([OH:12])=[O:11])=[C:7]([N:14]([C:24](=[O:32])[C:25]2[CH:30]=[CH:29][C:28]([CH3:31])=[CH:27][CH:26]=2)[CH2:15][C:16]([N:18]2[CH2:23][CH2:22][O:21][CH2:20][CH2:19]2)=[O:17])[CH:6]=1. Given the reactants [CH3:1][C:2]([CH3:34])([CH3:33])[C:3]#[C:4][C:5]1[S:9][C:8]([C:10]([O:12]C)=[O:11])=[C:7]([N:14]([C:24](=[O:32])[C:25]2[CH:30]=[CH:29][C:28]([CH3:31])=[CH:27][CH:26]=2)[CH2:15][C:16]([N:18]2[CH2:23][CH2:22][O:21][CH2:20][CH2:19]2)=[O:17])[CH:6]=1.C1COCC1.O[Li].O.Cl, predict the reaction product. (4) Given the reactants [Cl:1][C:2]1[CH:3]=[C:4]([CH:8]=[CH:9][C:10]=1[O:11][CH:12]([CH3:14])[CH3:13])[C:5]([OH:7])=O.C(Cl)CCl.C1C=CC2N(O)N=NC=2C=1.O[NH:30][C:31]([C:33]1[CH:38]=[CH:37][C:36]([O:39][CH2:40][CH2:41][O:42][CH3:43])=[CH:35][C:34]=1[CH3:44])=[NH:32], predict the reaction product. The product is: [Cl:1][C:2]1[CH:3]=[C:4]([C:5]2[O:7][N:32]=[C:31]([C:33]3[CH:38]=[CH:37][C:36]([O:39][CH2:40][CH2:41][O:42][CH3:43])=[CH:35][C:34]=3[CH3:44])[N:30]=2)[CH:8]=[CH:9][C:10]=1[O:11][CH:12]([CH3:14])[CH3:13]. (5) The product is: [NH2:8][C:6](=[O:7])[CH:5]([C:10]1[CH:19]=[CH:18][C:13]([C:14]([O:16][CH3:17])=[O:15])=[CH:12][C:11]=1[N+:20]([O-:22])=[O:21])[C:3]#[N:4]. Given the reactants [H-].[Na+].[C:3]([CH2:5][C:6]([NH2:8])=[O:7])#[N:4].F[C:10]1[CH:19]=[CH:18][C:13]([C:14]([O:16][CH3:17])=[O:15])=[CH:12][C:11]=1[N+:20]([O-:22])=[O:21].Cl, predict the reaction product. (6) Given the reactants C([O:8][C:9]1[C:14]([C:15]2[CH:16]=[N:17][CH:18]=[CH:19][CH:20]=2)=[CH:13][CH:12]=[CH:11][C:10]=1[C:21]1[CH:22]=[N:23][CH:24]=[CH:25][CH:26]=1)C1C=CC=CC=1, predict the reaction product. The product is: [N:17]1[CH:18]=[CH:19][CH:20]=[C:15]([C:14]2[CH:13]=[CH:12][CH:11]=[C:10]([C:21]3[CH:22]=[N:23][CH:24]=[CH:25][CH:26]=3)[C:9]=2[OH:8])[CH:16]=1. (7) Given the reactants [F:1][C:2]1[CH:3]=[C:4]([NH:9][C:10]2[N:11]=[CH:12][C:13]([C:21]([N:23]3[CH2:28][CH2:27][O:26][CH2:25][CH2:24]3)=[O:22])=[C:14]3[C:18]([CH3:19])=[CH:17][N:16]([CH3:20])[C:15]=23)[CH:5]=[C:6]([F:8])[CH:7]=1.[ClH:29], predict the reaction product. The product is: [ClH:29].[F:8][C:6]1[CH:5]=[C:4]([NH:9][C:10]2[N:11]=[CH:12][C:13]([C:21]([N:23]3[CH2:24][CH2:25][O:26][CH2:27][CH2:28]3)=[O:22])=[C:14]3[C:18]([CH3:19])=[CH:17][N:16]([CH3:20])[C:15]=23)[CH:3]=[C:2]([F:1])[CH:7]=1. (8) Given the reactants C[Si]([N-][Si](C)(C)C)(C)C.[Li+].[Cl:11][C:12]1[CH:17]=[CH:16][CH:15]=[CH:14][C:13]=1[C:18]1[CH:27]=[C:26]([O:28][CH3:29])[CH:25]=[C:24]2[C:19]=1[CH:20]=[CH:21][C:22](=[O:38])[N:23]2[C:30]1[C:35]([Cl:36])=[CH:34][CH:33]=[CH:32][C:31]=1[Cl:37].CI.Cl[C:42]1C=CC=CC=1C1C=C(O)C=C2C=1C=CC(=O)N2C1C(Cl)=CC=CC=1Cl, predict the reaction product. The product is: [Cl:11][C:12]1[CH:17]=[CH:16][CH:15]=[CH:14][C:13]=1[C:18]1[CH:27]=[C:26]([O:28][CH3:29])[CH:25]=[C:24]2[C:19]=1[CH2:20][CH:21]([CH3:42])[C:22](=[O:38])[N:23]2[C:30]1[C:31]([Cl:37])=[CH:32][CH:33]=[CH:34][C:35]=1[Cl:36]. (9) Given the reactants [C:1]([C:5]1[CH:10]=[CH:9][C:8]([OH:11])=[CH:7][CH:6]=1)([CH3:4])([CH3:3])[CH3:2].S(Cl)([Cl:15])(=O)=O, predict the reaction product. The product is: [Cl:15][C:9]1[CH:10]=[C:5]([C:1]([CH3:4])([CH3:2])[CH3:3])[CH:6]=[CH:7][C:8]=1[OH:11].